This data is from Peptide-MHC class I binding affinity with 185,985 pairs from IEDB/IMGT. The task is: Regression. Given a peptide amino acid sequence and an MHC pseudo amino acid sequence, predict their binding affinity value. This is MHC class I binding data. (1) The peptide sequence is LASAMRMLW. The MHC is HLA-B27:05 with pseudo-sequence HLA-B27:05. The binding affinity (normalized) is 0.213. (2) The peptide sequence is AENKKFKLH. The MHC is HLA-B58:01 with pseudo-sequence HLA-B58:01. The binding affinity (normalized) is 0.0847. (3) The binding affinity (normalized) is 0.117. The MHC is HLA-A02:06 with pseudo-sequence HLA-A02:06. The peptide sequence is GMFRTVGQL. (4) The peptide sequence is EYYFRNEVF. The MHC is HLA-A02:01 with pseudo-sequence HLA-A02:01. The binding affinity (normalized) is 0.0847. (5) The peptide sequence is FVATFRDML. The MHC is HLA-A02:06 with pseudo-sequence HLA-A02:06. The binding affinity (normalized) is 0.428.